From a dataset of NCI-60 drug combinations with 297,098 pairs across 59 cell lines. Regression. Given two drug SMILES strings and cell line genomic features, predict the synergy score measuring deviation from expected non-interaction effect. (1) Drug 1: C1=CC(=CC=C1C#N)C(C2=CC=C(C=C2)C#N)N3C=NC=N3. Drug 2: CN(CC1=CN=C2C(=N1)C(=NC(=N2)N)N)C3=CC=C(C=C3)C(=O)NC(CCC(=O)O)C(=O)O. Cell line: MDA-MB-435. Synergy scores: CSS=64.2, Synergy_ZIP=24.2, Synergy_Bliss=18.1, Synergy_Loewe=-17.2, Synergy_HSA=18.9. (2) Synergy scores: CSS=-19.3, Synergy_ZIP=1.59, Synergy_Bliss=-9.52, Synergy_Loewe=-16.3, Synergy_HSA=-17.2. Cell line: MCF7. Drug 2: CC12CCC3C(C1CCC2OP(=O)(O)O)CCC4=C3C=CC(=C4)OC(=O)N(CCCl)CCCl.[Na+]. Drug 1: C1CC(=O)NC(=O)C1N2CC3=C(C2=O)C=CC=C3N. (3) Drug 1: C1CCC(C1)C(CC#N)N2C=C(C=N2)C3=C4C=CNC4=NC=N3. Drug 2: C1=NC(=NC(=O)N1C2C(C(C(O2)CO)O)O)N. Cell line: SF-268. Synergy scores: CSS=-1.32, Synergy_ZIP=2.52, Synergy_Bliss=3.39, Synergy_Loewe=-7.05, Synergy_HSA=-2.09. (4) Drug 1: CCCCC(=O)OCC(=O)C1(CC(C2=C(C1)C(=C3C(=C2O)C(=O)C4=C(C3=O)C=CC=C4OC)O)OC5CC(C(C(O5)C)O)NC(=O)C(F)(F)F)O. Drug 2: CC(C)NC(=O)C1=CC=C(C=C1)CNNC.Cl. Cell line: NCI-H226. Synergy scores: CSS=39.9, Synergy_ZIP=-0.511, Synergy_Bliss=-2.92, Synergy_Loewe=-23.1, Synergy_HSA=-3.17. (5) Drug 1: C1CC(=O)NC(=O)C1N2C(=O)C3=CC=CC=C3C2=O. Drug 2: N.N.Cl[Pt+2]Cl. Cell line: KM12. Synergy scores: CSS=15.6, Synergy_ZIP=-7.91, Synergy_Bliss=-4.41, Synergy_Loewe=-9.04, Synergy_HSA=-2.46. (6) Drug 1: CNC(=O)C1=CC=CC=C1SC2=CC3=C(C=C2)C(=NN3)C=CC4=CC=CC=N4. Drug 2: CC1=C(C(=O)C2=C(C1=O)N3CC4C(C3(C2COC(=O)N)OC)N4)N. Cell line: U251. Synergy scores: CSS=39.6, Synergy_ZIP=-1.26, Synergy_Bliss=2.51, Synergy_Loewe=3.62, Synergy_HSA=5.60. (7) Drug 1: CN(C)N=NC1=C(NC=N1)C(=O)N. Drug 2: CC1=C(N=C(N=C1N)C(CC(=O)N)NCC(C(=O)N)N)C(=O)NC(C(C2=CN=CN2)OC3C(C(C(C(O3)CO)O)O)OC4C(C(C(C(O4)CO)O)OC(=O)N)O)C(=O)NC(C)C(C(C)C(=O)NC(C(C)O)C(=O)NCCC5=NC(=CS5)C6=NC(=CS6)C(=O)NCCC[S+](C)C)O. Cell line: RXF 393. Synergy scores: CSS=9.23, Synergy_ZIP=-1.94, Synergy_Bliss=3.27, Synergy_Loewe=-8.57, Synergy_HSA=0.635. (8) Drug 2: CC1C(C(CC(O1)OC2CC(OC(C2O)C)OC3=CC4=CC5=C(C(=O)C(C(C5)C(C(=O)C(C(C)O)O)OC)OC6CC(C(C(O6)C)O)OC7CC(C(C(O7)C)O)OC8CC(C(C(O8)C)O)(C)O)C(=C4C(=C3C)O)O)O)O. Cell line: RPMI-8226. Drug 1: CC(CN1CC(=O)NC(=O)C1)N2CC(=O)NC(=O)C2. Synergy scores: CSS=39.4, Synergy_ZIP=8.44, Synergy_Bliss=11.8, Synergy_Loewe=8.64, Synergy_HSA=9.27. (9) Drug 1: CC1=C(C(=CC=C1)Cl)NC(=O)C2=CN=C(S2)NC3=CC(=NC(=N3)C)N4CCN(CC4)CCO. Drug 2: CN(C(=O)NC(C=O)C(C(C(CO)O)O)O)N=O. Cell line: SR. Synergy scores: CSS=10.4, Synergy_ZIP=-4.60, Synergy_Bliss=-2.56, Synergy_Loewe=-5.07, Synergy_HSA=-5.60.